Dataset: Reaction yield outcomes from USPTO patents with 853,638 reactions. Task: Predict the reaction yield, written as a fraction of the theoretical maximum amount of product (1.0 means a 100% yield; for example, 0.34 means a 34% yield). The reactants are [CH3:1][O:2][C:3]1[CH:4]=[C:5]2[C:10](=[CH:11][C:12]=1[O:13][CH3:14])[N:9]=[CH:8][CH:7]=[C:6]2[O:15][C:16]1[CH:22]=[CH:21][C:19]([NH2:20])=[C:18]([CH3:23])[C:17]=1[CH3:24].Cl[C:26](Cl)([O:28][C:29](=[O:35])OC(Cl)(Cl)Cl)Cl.[CH2:37]([C:41]1[CH:46]=[CH:45]C(O)=[CH:43][CH:42]=1)[CH2:38][CH2:39][CH3:40].C(=O)(O)[O-].[Na+]. The catalyst is C(Cl)Cl.C(N(CC)CC)C.C1(C)C=CC=CC=1. The product is [CH3:1][O:2][C:3]1[CH:4]=[C:5]2[C:10](=[CH:11][C:12]=1[O:13][CH3:14])[N:9]=[CH:8][CH:7]=[C:6]2[O:15][C:16]1[CH:22]=[CH:21][C:19]([NH:20][C:29](=[O:35])[O:28][C:26]2[CH:45]=[CH:46][C:41]([CH2:37][CH2:38][CH2:39][CH3:40])=[CH:42][CH:43]=2)=[C:18]([CH3:23])[C:17]=1[CH3:24]. The yield is 0.550.